Predict the reactants needed to synthesize the given product. From a dataset of Full USPTO retrosynthesis dataset with 1.9M reactions from patents (1976-2016). (1) Given the product [Cl:23][CH2:24][C:25]([N:7]1[CH2:6][CH2:5][C:4]2[C:9](=[C:29]([Cl:30])[CH:11]=[CH:12][C:3]=2[Cl:1])[CH2:8]1)=[O:26], predict the reactants needed to synthesize it. The reactants are: [ClH:1].F[C:3]1[CH:12]=[CH:11]C(F)=[C:9]2[C:4]=1[CH2:5][CH2:6][NH:7][CH2:8]2.C(N(C(C)C)CC)(C)C.[Cl:23][CH2:24][C:25](Cl)=[O:26].Cl[CH2:29][Cl:30]. (2) The reactants are: C([NH:4][C@:5]1([C:22](NC(C)(C)C)=[O:23])[C@@H:9]([CH2:10][CH2:11][CH2:12][B:13]2[O:17]C(C)(C)C(C)(C)[O:14]2)[CH2:8][NH:7][CH2:6]1)(=O)C.C([N:36]1[CH2:40][CH2:39][C:38](=O)[CH2:37]1)(OC(C)(C)C)=O.S([O-])([O-])(=O)=[O:43].[Na+].[Na+].C(O)(=O)C.C(O[BH-](OC(=O)C)OC(=O)C)(=O)C.[Na+].C(=O)([O-])[O-].[Na+].[Na+]. Given the product [NH2:4][C@:5]1([C:22]([OH:23])=[O:43])[C@@H:9]([CH2:10][CH2:11][CH2:12][B:13]([OH:14])[OH:17])[CH2:8][N:7]([CH:38]2[CH2:39][CH2:40][NH:36][CH2:37]2)[CH2:6]1, predict the reactants needed to synthesize it.